Dataset: Reaction yield outcomes from USPTO patents with 853,638 reactions. Task: Predict the reaction yield, written as a fraction of the theoretical maximum amount of product (1.0 means a 100% yield; for example, 0.34 means a 34% yield). The reactants are Cl.[S:2]1[CH:6]=[CH:5][C:4]([C:7]2[S:15][C:14]3[C:13]([NH:16][NH2:17])=[N:12][CH:11]=[N:10][C:9]=3[CH:8]=2)=[CH:3]1.[N:18]1[CH:23]=[CH:22][CH:21]=[C:20]([CH:24]=O)[CH:19]=1. The catalyst is C(O)C. The product is [S:2]1[CH:6]=[CH:5][C:4]([C:7]2[S:15][C:14]3[C:13]([NH:16][N:17]=[CH:24][C:20]4[CH:19]=[N:18][CH:23]=[CH:22][CH:21]=4)=[N:12][CH:11]=[N:10][C:9]=3[CH:8]=2)=[CH:3]1. The yield is 0.870.